This data is from Catalyst prediction with 721,799 reactions and 888 catalyst types from USPTO. The task is: Predict which catalyst facilitates the given reaction. Reactant: [C:1]([O:5][C:6]([NH:8][CH2:9][CH2:10][CH2:11][CH2:12][CH2:13][CH2:14][CH2:15][C:16]([OH:18])=O)=[O:7])([CH3:4])([CH3:3])[CH3:2].CN(C(ON1N=NC2C=CC=CC1=2)=[N+](C)C)C.F[P-](F)(F)(F)(F)F.CCN(C(C)C)C(C)C.[NH2:52][C:53]1[S:54][C:55]2[CH:61]=[C:60]([O:62][S:63]([C:66]3[CH:71]=[CH:70][C:69]([NH:72][CH2:73][CH2:74][N:75]([CH:79]([CH3:81])[CH3:80])[CH:76]([CH3:78])[CH3:77])=[CH:68][CH:67]=3)(=[O:65])=[O:64])[CH:59]=[CH:58][C:56]=2[N:57]=1. Product: [C:1]([O:5][C:6]([NH:8][CH2:9][CH2:10][CH2:11][CH2:12][CH2:13][CH2:14][CH2:15][C:16]([NH:52][C:53]1[S:54][C:55]2[CH:61]=[C:60]([O:62][S:63]([C:66]3[CH:71]=[CH:70][C:69]([NH:72][CH2:73][CH2:74][N:75]([CH:79]([CH3:81])[CH3:80])[CH:76]([CH3:77])[CH3:78])=[CH:68][CH:67]=3)(=[O:65])=[O:64])[CH:59]=[CH:58][C:56]=2[N:57]=1)=[O:18])=[O:7])([CH3:2])([CH3:3])[CH3:4]. The catalyst class is: 35.